Dataset: Catalyst prediction with 721,799 reactions and 888 catalyst types from USPTO. Task: Predict which catalyst facilitates the given reaction. (1) Reactant: O=[CH:2][CH2:3][C:4]([CH:6]1[CH2:10][CH2:9][CH2:8][N:7]1[C:11]([O:13]C(C)(C)C)=O)=O.N1CCCCC1.[CH:24](OC)(OC)[O:25]C.[NH2:31]/[C:32](/[CH2:39][CH2:40][C:41]1[CH:46]=[CH:45][C:44]([O:47][CH3:48])=[CH:43][CH:42]=1)=[CH:33]\[C:34]([O:36][CH2:37][CH3:38])=[O:35].FC(F)(F)C(O[C:54]1[C:59](F)=[C:58](F)[C:57](F)=[C:56](F)[C:55]=1F)=O.[CH:67]1[CH:71]=[C:70]([CH2:72][NH2:73])[O:69][CH:68]=1. Product: [O:69]1[CH:68]=[CH:67][CH:71]=[C:70]1[CH2:72][NH:73][C:24]([C:54]1[CH:55]=[CH:56][C:57]([C:2]2[C:3]3[C:11](=[O:13])[N:7]4[C@@H:6]([C:4]=3[N:31]=[C:32]([CH2:39][CH2:40][C:41]3[CH:42]=[CH:43][C:44]([O:47][CH3:48])=[CH:45][CH:46]=3)[C:33]=2[C:34]([O:36][CH2:37][CH3:38])=[O:35])[CH2:10][CH2:9][CH2:8]4)=[CH:58][CH:59]=1)=[O:25]. The catalyst class is: 239. (2) Reactant: [C:1](=[O:22])(OC1C=CC([N+]([O-])=O)=CC=1)[O:2][CH2:3][CH2:4][N:5]1[CH2:10][CH2:9][N:8]([CH3:11])[CH2:7][CH2:6]1.CCN(CC)CC.Cl.Cl.[CH3:32][C:33]1[CH:38]=[CH:37][C:36]([N:39]2[CH2:44][CH2:43][NH:42][CH2:41][CH2:40]2)=[CH:35][CH:34]=1. Product: [NH3:5].[CH3:32][C:33]1[CH:34]=[CH:35][C:36]([N:39]2[CH2:44][CH2:43][N:42]([C:1]([O:2][CH2:3][CH2:4][N:5]3[CH2:6][CH2:7][N:8]([CH3:11])[CH2:9][CH2:10]3)=[O:22])[CH2:41][CH2:40]2)=[CH:37][CH:38]=1. The catalyst class is: 3.